Dataset: Full USPTO retrosynthesis dataset with 1.9M reactions from patents (1976-2016). Task: Predict the reactants needed to synthesize the given product. The reactants are: [H-].[Na+].[Cl:3][C:4]1[C:12]2[N:11]=[C:10]3[N:13]([C:17]4[CH:22]=[CH:21][C:20]([Cl:23])=[CH:19][C:18]=4[C:24]([F:27])([F:26])[F:25])[CH2:14][CH2:15][CH2:16][N:9]3[C:8]=2[C:7]([CH:28]([CH:30]2[CH2:32][CH2:31]2)[OH:29])=[CH:6][CH:5]=1.[CH3:33]I. Given the product [Cl:3][C:4]1[C:12]2[N:11]=[C:10]3[N:13]([C:17]4[CH:22]=[CH:21][C:20]([Cl:23])=[CH:19][C:18]=4[C:24]([F:25])([F:27])[F:26])[CH2:14][CH2:15][CH2:16][N:9]3[C:8]=2[C:7]([CH:28]([CH:30]2[CH2:32][CH2:31]2)[O:29][CH3:33])=[CH:6][CH:5]=1, predict the reactants needed to synthesize it.